From a dataset of Full USPTO retrosynthesis dataset with 1.9M reactions from patents (1976-2016). Predict the reactants needed to synthesize the given product. Given the product [C:12]([C:6]1[CH:7]=[C:8]2[C:3](=[CH:4][CH:5]=1)[C:2]([S:19][CH2:20][C:21]([O:23][CH2:24][CH3:25])=[O:22])([C:14]1[N:15]=[CH:16][NH:17][CH:18]=1)[CH2:11][CH2:10][CH2:9]2)#[N:13], predict the reactants needed to synthesize it. The reactants are: O[C:2]1([C:14]2[NH:15][CH:16]=[N:17][CH:18]=2)[CH2:11][CH2:10][CH2:9][C:8]2[CH:7]=[C:6]([C:12]#[N:13])[CH:5]=[CH:4][C:3]1=2.[SH:19][CH2:20][C:21]([O:23][CH2:24][CH3:25])=[O:22].[OH-].[Na+].